From a dataset of Reaction yield outcomes from USPTO patents with 853,638 reactions. Predict the reaction yield, written as a fraction of the theoretical maximum amount of product (1.0 means a 100% yield; for example, 0.34 means a 34% yield). (1) The reactants are [OH:1][C:2]1[CH:9]=[CH:8][C:5]([CH:6]=[O:7])=[CH:4][C:3]=1[N+:10]([O-:12])=[O:11].[Cl:13][C:14]1[CH:15]=[C:16]([CH:19]=[CH:20][C:21]=1[Cl:22])[CH2:17]O.C1(P(C2C=CC=CC=2)C2C=CC=CC=2)C=CC=CC=1.C1(C)C=CC=CC=1.N(C(OCC)=O)=NC(OCC)=O. The catalyst is O1CCCC1. The product is [Cl:13][C:14]1[CH:15]=[C:16]([CH:19]=[CH:20][C:21]=1[Cl:22])[CH2:17][O:1][C:2]1[CH:9]=[CH:8][C:5]([CH:6]=[O:7])=[CH:4][C:3]=1[N+:10]([O-:12])=[O:11]. The yield is 0.400. (2) The yield is 0.700. No catalyst specified. The reactants are ClC1C=CC(C2C3C=C(OCC(O)=O)C=CC=3N3C(C)=NN=C3[C@H](CC(NCC)=O)N=2)=CC=1.[Cl:34][C:35]1[CH:40]=[CH:39][C:38]([C:41]2[C:47]3[CH:48]=[C:49]([O:52][CH2:53][CH2:54][CH2:55][CH2:56][C:57]([O:59]CC)=[O:58])[CH:50]=[CH:51][C:46]=3[N:45]3[C:62]([CH3:65])=[N:63][N:64]=[C:44]3[C@H:43]([CH2:66][C:67]([NH:69][CH2:70][CH3:71])=[O:68])[N:42]=2)=[CH:37][CH:36]=1. The product is [Cl:34][C:35]1[CH:36]=[CH:37][C:38]([C:41]2[C:47]3[CH:48]=[C:49]([O:52][CH2:53][CH2:54][CH2:55][CH2:56][C:57]([OH:59])=[O:58])[CH:50]=[CH:51][C:46]=3[N:45]3[C:62]([CH3:65])=[N:63][N:64]=[C:44]3[C@H:43]([CH2:66][C:67]([NH:69][CH2:70][CH3:71])=[O:68])[N:42]=2)=[CH:39][CH:40]=1. (3) The reactants are C([Li])CCC.[C:6](#[N:8])[CH3:7].[CH2:9]([CH:11]([CH2:17][CH3:18])[C:12](OCC)=[O:13])[CH3:10].Cl. The catalyst is C1COCC1. The product is [CH2:9]([CH:11]([CH2:17][CH3:18])[C:12](=[O:13])[CH2:7][C:6]#[N:8])[CH3:10]. The yield is 1.00.